Dataset: Peptide-MHC class II binding affinity with 134,281 pairs from IEDB. Task: Regression. Given a peptide amino acid sequence and an MHC pseudo amino acid sequence, predict their binding affinity value. This is MHC class II binding data. (1) The peptide sequence is DFILATDIAEMGANL. The MHC is DRB1_0901 with pseudo-sequence DRB1_0901. The binding affinity (normalized) is 0.199. (2) The peptide sequence is NLDVYDWSIPDDLLA. The MHC is HLA-DQA10401-DQB10402 with pseudo-sequence HLA-DQA10401-DQB10402. The binding affinity (normalized) is 0.357. (3) The peptide sequence is EELKSLNSVQAQYA. The binding affinity (normalized) is 0.560. The MHC is HLA-DQA10401-DQB10402 with pseudo-sequence HLA-DQA10401-DQB10402. (4) The binding affinity (normalized) is 0.673. The MHC is HLA-DQA10501-DQB10301 with pseudo-sequence HLA-DQA10501-DQB10301. The peptide sequence is AVWVDGKARTAWVDS. (5) The peptide sequence is PGTFQTTTGEIGAIA. The MHC is DRB1_0301 with pseudo-sequence DRB1_0301. The binding affinity (normalized) is 0. (6) The peptide sequence is VGAITTIEDPVLAKK. The MHC is HLA-DQA10102-DQB10602 with pseudo-sequence HLA-DQA10102-DQB10602. The binding affinity (normalized) is 0.0441.